Dataset: Reaction yield outcomes from USPTO patents with 853,638 reactions. Task: Predict the reaction yield, written as a fraction of the theoretical maximum amount of product (1.0 means a 100% yield; for example, 0.34 means a 34% yield). The reactants are [CH2:1]([N:8]1[CH2:13][CH2:12][CH:11]([NH:14][CH2:15][C:16]2[CH:21]=[CH:20][CH:19]=[CH:18][C:17]=2[N+:22]([O-])=O)[CH2:10][CH2:9]1)[C:2]1[CH:7]=[CH:6][CH:5]=[CH:4][CH:3]=1. The catalyst is C(O)(=O)C.[Zn]. The product is [NH2:22][C:17]1[CH:18]=[CH:19][CH:20]=[CH:21][C:16]=1[CH2:15][NH:14][CH:11]1[CH2:12][CH2:13][N:8]([CH2:1][C:2]2[CH:3]=[CH:4][CH:5]=[CH:6][CH:7]=2)[CH2:9][CH2:10]1. The yield is 0.730.